Predict which catalyst facilitates the given reaction. From a dataset of Catalyst prediction with 721,799 reactions and 888 catalyst types from USPTO. (1) Reactant: [F:1][C:2]([F:41])([F:40])[O:3][C:4]1[CH:5]=[C:6]([C:10]2[N:11](COCC[Si](C)(C)C)[C:12]([C:15]3[CH:16]=[C:17]([NH:21][C:22]4[CH:30]=[C:29]5[C:25]([CH2:26][C:27](=[O:31])[NH:28]5)=[CH:24][CH:23]=4)[CH:18]=[CH:19][CH:20]=3)=[N:13][N:14]=2)[CH:7]=[CH:8][CH:9]=1.O.C1(C)C=CC(S(O)(=O)=O)=CC=1. Product: [F:40][C:2]([F:1])([F:41])[O:3][C:4]1[CH:5]=[C:6]([C:10]2[NH:11][C:12]([C:15]3[CH:16]=[C:17]([NH:21][C:22]4[CH:30]=[C:29]5[C:25]([CH2:26][C:27](=[O:31])[NH:28]5)=[CH:24][CH:23]=4)[CH:18]=[CH:19][CH:20]=3)=[N:13][N:14]=2)[CH:7]=[CH:8][CH:9]=1. The catalyst class is: 5. (2) Reactant: [NH2:1][CH:2]1[CH2:7][CH2:6][CH2:5][CH:4]([C:8]2[CH:16]=[CH:15][C:14]([C:17]([NH2:19])=[O:18])=[C:13]3[C:9]=2[CH:10]=[CH:11][NH:12]3)[CH2:3]1.CCN(C(C)C)C(C)C.[C:29](Cl)(=[O:32])[CH:30]=[CH2:31]. Product: [C:29]([NH:1][C@@H:2]1[CH2:7][CH2:6][CH2:5][C@H:4]([C:8]2[CH:16]=[CH:15][C:14]([C:17]([NH2:19])=[O:18])=[C:13]3[C:9]=2[CH:10]=[CH:11][NH:12]3)[CH2:3]1)(=[O:32])[CH:30]=[CH2:31]. The catalyst class is: 2. (3) Reactant: [Br:1][C:2]1[C:3](I)=[CH:4][C:5]([Cl:8])=[N:6][CH:7]=1.[Cl:10][C:11]1[CH:16]=[CH:15][C:14](B(O)O)=[CH:13][CH:12]=1.C([O-])([O-])=O.[K+].[K+]. Product: [Br:1][C:2]1[C:3]([C:14]2[CH:15]=[CH:16][C:11]([Cl:10])=[CH:12][CH:13]=2)=[CH:4][C:5]([Cl:8])=[N:6][CH:7]=1. The catalyst class is: 108. (4) Reactant: [OH:1][NH:2][C:3](=[NH:17])[N:4]1[CH2:9][CH2:8][N:7]([C:10]([O:12][C:13]([CH3:16])([CH3:15])[CH3:14])=[O:11])[CH2:6][CH2:5]1.[C:18](O)(=O)[C:19]1[CH:24]=[CH:23][CH:22]=[CH:21][CH:20]=1.C(N=C=NC(C)C)(C)C. Product: [C:19]1([C:18]2[O:1][N:2]=[C:3]([N:4]3[CH2:5][CH2:6][N:7]([C:10]([O:12][C:13]([CH3:14])([CH3:16])[CH3:15])=[O:11])[CH2:8][CH2:9]3)[N:17]=2)[CH:24]=[CH:23][CH:22]=[CH:21][CH:20]=1. The catalyst class is: 202. (5) Reactant: [H-].[Na+].[Cl:3][C:4]1[CH:9]=[C:8](Cl)[CH:7]=[CH:6][N:5]=1.[CH3:11][C:12]1[CH:13]=[C:14]([OH:25])[C:15]([C:19]2[CH:24]=[CH:23][CH:22]=[CH:21][N:20]=2)=[N:16][C:17]=1[CH3:18]. Product: [Cl:3][C:4]1[CH:9]=[C:8]([O:25][C:14]2[CH:13]=[C:12]([CH3:11])[C:17]([CH3:18])=[N:16][C:15]=2[C:19]2[CH:24]=[CH:23][CH:22]=[CH:21][N:20]=2)[CH:7]=[CH:6][N:5]=1. The catalyst class is: 3.